Dataset: NCI-60 drug combinations with 297,098 pairs across 59 cell lines. Task: Regression. Given two drug SMILES strings and cell line genomic features, predict the synergy score measuring deviation from expected non-interaction effect. (1) Drug 1: CC1=CC2C(CCC3(C2CCC3(C(=O)C)OC(=O)C)C)C4(C1=CC(=O)CC4)C. Drug 2: C1=NC2=C(N=C(N=C2N1C3C(C(C(O3)CO)O)F)Cl)N. Cell line: NCIH23. Synergy scores: CSS=24.9, Synergy_ZIP=-3.94, Synergy_Bliss=-5.84, Synergy_Loewe=-22.4, Synergy_HSA=-7.74. (2) Drug 1: CN1CCC(CC1)COC2=C(C=C3C(=C2)N=CN=C3NC4=C(C=C(C=C4)Br)F)OC. Drug 2: CN(C(=O)NC(C=O)C(C(C(CO)O)O)O)N=O. Cell line: NCI-H226. Synergy scores: CSS=0.260, Synergy_ZIP=-3.08, Synergy_Bliss=-7.28, Synergy_Loewe=-13.9, Synergy_HSA=-7.55.